From a dataset of Peptide-MHC class II binding affinity with 134,281 pairs from IEDB. Regression. Given a peptide amino acid sequence and an MHC pseudo amino acid sequence, predict their binding affinity value. This is MHC class II binding data. The MHC is HLA-DPA10201-DPB11401 with pseudo-sequence HLA-DPA10201-DPB11401. The peptide sequence is DINASFRAAMATTAN. The binding affinity (normalized) is 0.241.